The task is: Predict which catalyst facilitates the given reaction.. This data is from Catalyst prediction with 721,799 reactions and 888 catalyst types from USPTO. Reactant: [F:1][C:2]1[CH:7]=[CH:6][CH:5]=[CH:4][C:3]=1[N:8]1[C:16]2[C:11](=[C:12]([N:17]3[CH2:21][CH2:20][NH:19][C:18]3=[O:22])[CH:13]=[CH:14][CH:15]=2)[CH:10]=[N:9]1.[H-].[Na+].Cl.Cl[CH2:27][C:28]1[C:33]([CH3:34])=[N:32][CH:31]=[CH:30][N:29]=1. Product: [F:1][C:2]1[CH:7]=[CH:6][CH:5]=[CH:4][C:3]=1[N:8]1[C:16]2[C:11](=[C:12]([N:17]3[CH2:21][CH2:20][N:19]([CH2:27][C:28]4[C:33]([CH3:34])=[N:32][CH:31]=[CH:30][N:29]=4)[C:18]3=[O:22])[CH:13]=[CH:14][CH:15]=2)[CH:10]=[N:9]1. The catalyst class is: 7.